This data is from NCI-60 drug combinations with 297,098 pairs across 59 cell lines. The task is: Regression. Given two drug SMILES strings and cell line genomic features, predict the synergy score measuring deviation from expected non-interaction effect. (1) Drug 1: CC1=CC=C(C=C1)C2=CC(=NN2C3=CC=C(C=C3)S(=O)(=O)N)C(F)(F)F. Drug 2: CC1C(C(CC(O1)OC2CC(CC3=C2C(=C4C(=C3O)C(=O)C5=C(C4=O)C(=CC=C5)OC)O)(C(=O)CO)O)N)O.Cl. Cell line: A498. Synergy scores: CSS=42.5, Synergy_ZIP=1.44, Synergy_Bliss=2.81, Synergy_Loewe=-5.08, Synergy_HSA=3.82. (2) Drug 1: CC1=CC2C(CCC3(C2CCC3(C(=O)C)OC(=O)C)C)C4(C1=CC(=O)CC4)C. Drug 2: C1CC(C1)(C(=O)O)C(=O)O.[NH2-].[NH2-].[Pt+2]. Cell line: HOP-92. Synergy scores: CSS=38.3, Synergy_ZIP=3.66, Synergy_Bliss=2.15, Synergy_Loewe=-16.9, Synergy_HSA=-4.37. (3) Synergy scores: CSS=30.0, Synergy_ZIP=-4.34, Synergy_Bliss=-7.45, Synergy_Loewe=-6.26, Synergy_HSA=-3.13. Drug 1: C1C(C(OC1N2C=NC3=C(N=C(N=C32)Cl)N)CO)O. Cell line: SF-539. Drug 2: C1=NC2=C(N1)C(=S)N=CN2. (4) Drug 1: C1=CC(=C2C(=C1NCCNCCO)C(=O)C3=C(C=CC(=C3C2=O)O)O)NCCNCCO. Drug 2: C1C(C(OC1N2C=NC3=C2NC=NCC3O)CO)O. Cell line: ACHN. Synergy scores: CSS=23.8, Synergy_ZIP=-4.52, Synergy_Bliss=-8.89, Synergy_Loewe=-22.0, Synergy_HSA=-7.29. (5) Drug 1: CC1C(C(CC(O1)OC2CC(CC3=C2C(=C4C(=C3O)C(=O)C5=C(C4=O)C(=CC=C5)OC)O)(C(=O)CO)O)N)O.Cl. Drug 2: C1=NC2=C(N1)C(=S)N=C(N2)N. Cell line: UACC-257. Synergy scores: CSS=16.1, Synergy_ZIP=-1.67, Synergy_Bliss=-3.13, Synergy_Loewe=-9.94, Synergy_HSA=-1.62. (6) Synergy scores: CSS=0.0880, Synergy_ZIP=-0.864, Synergy_Bliss=0.804, Synergy_Loewe=-3.30, Synergy_HSA=-0.488. Drug 2: CC(C)NC(=O)C1=CC=C(C=C1)CNNC.Cl. Cell line: SNB-19. Drug 1: CN1CCC(CC1)COC2=C(C=C3C(=C2)N=CN=C3NC4=C(C=C(C=C4)Br)F)OC.